This data is from Forward reaction prediction with 1.9M reactions from USPTO patents (1976-2016). The task is: Predict the product of the given reaction. (1) Given the reactants [F:1][C:2](=[C:6]([CH3:8])[CH3:7])[C:3](O)=[O:4].[CH3:9][NH:10][O:11][CH3:12].C(Cl)CCl.C1C=CC2N(O)N=NC=2C=1.CN1CCOCC1, predict the reaction product. The product is: [CH3:12][O:11][N:10]([CH3:9])[C:3](=[O:4])[C:2]([F:1])=[C:6]([CH3:8])[CH3:7]. (2) The product is: [C:1]([O:5][C:6]([N:8]([CH3:14])[C@@H:9]([CH3:13])[C:10]([NH:36][C@H:37]([C:57]([N:59]1[C@H:68]([C:69](=[O:82])[N:70]([CH3:81])[C@H:71]2[C:80]3[C:75](=[CH:76][CH:77]=[CH:78][CH:79]=3)[CH2:74][CH2:73][CH2:72]2)[CH2:67][C:66]2[C:61](=[CH:62][CH:63]=[CH:64][CH:65]=2)[CH2:60]1)=[O:58])[CH2:38][C:39]1[CH:40]=[CH:41][C:42]([O:43][CH2:44][C:45]2[CH:46]=[CH:47][C:48]([C:49]([O:51][CH3:52])=[O:50])=[CH:53][CH:54]=2)=[CH:55][CH:56]=1)=[O:12])=[O:7])([CH3:2])([CH3:3])[CH3:4]. Given the reactants [C:1]([O:5][C:6]([N:8]([CH3:14])[C@@H:9]([CH3:13])[C:10]([OH:12])=O)=[O:7])([CH3:4])([CH3:3])[CH3:2].C1C=NC2N(O)N=NC=2C=1.C(Cl)CCl.CN1CCOCC1.[NH2:36][C@H:37]([C:57]([N:59]1[C@H:68]([C:69](=[O:82])[N:70]([CH3:81])[C@H:71]2[C:80]3[C:75](=[CH:76][CH:77]=[CH:78][CH:79]=3)[CH2:74][CH2:73][CH2:72]2)[CH2:67][C:66]2[C:61](=[CH:62][CH:63]=[CH:64][CH:65]=2)[CH2:60]1)=[O:58])[CH2:38][C:39]1[CH:56]=[CH:55][C:42]([O:43][CH2:44][C:45]2[CH:54]=[CH:53][C:48]([C:49]([O:51][CH3:52])=[O:50])=[CH:47][CH:46]=2)=[CH:41][CH:40]=1, predict the reaction product.